From a dataset of Catalyst prediction with 721,799 reactions and 888 catalyst types from USPTO. Predict which catalyst facilitates the given reaction. (1) The catalyst class is: 24. Reactant: [CH2:1]([O:8][C:9]1[CH:25]=[CH:24][CH:23]=[CH:22][C:10]=1[C:11]([NH:13][C@H:14]([C@@H:19]([OH:21])[CH3:20])[C:15]([O:17]C)=[O:16])=[O:12])[C:2]1[CH:7]=[CH:6][CH:5]=[CH:4][CH:3]=1.[OH-].[Na+]. Product: [CH2:1]([O:8][C:9]1[CH:25]=[CH:24][CH:23]=[CH:22][C:10]=1[C:11]([NH:13][C@H:14]([C@@H:19]([OH:21])[CH3:20])[C:15]([OH:17])=[O:16])=[O:12])[C:2]1[CH:3]=[CH:4][CH:5]=[CH:6][CH:7]=1. (2) Reactant: [CH:1]1([NH:4][C:5](=[O:30])[C:6]2[CH:11]=[CH:10][C:9]([CH3:12])=[C:8]([C:13]3[CH:14]=[C:15]4[C:20](=[CH:21][CH:22]=3)[C:19](=[O:23])[N:18]([CH2:24][CH:25]3[CH2:27][CH2:26]3)[CH:17]=[C:16]4[CH2:28][OH:29])[CH:7]=2)[CH2:3][CH2:2]1.C12(CS(O)(=O)=O)C(C)(C)C(CC1)CC2=O.[CH3:46][N:47]([CH3:51])[CH2:48][CH2:49]O.Cl. Product: [CH:1]1([NH:4][C:5](=[O:30])[C:6]2[CH:11]=[CH:10][C:9]([CH3:12])=[C:8]([C:13]3[CH:14]=[C:15]4[C:20](=[CH:21][CH:22]=3)[C:19](=[O:23])[N:18]([CH2:24][CH:25]3[CH2:26][CH2:27]3)[CH:17]=[C:16]4[CH2:28][O:29][CH2:49][CH2:48][N:47]([CH3:51])[CH3:46])[CH:7]=2)[CH2:2][CH2:3]1. The catalyst class is: 269. (3) Reactant: [Cl:1][C:2]1[CH:3]=[C:4]([NH:10][C@H:11]([CH2:20][N:21]([CH3:34])S(C2C=CC=CC=2[N+]([O-])=O)(=O)=O)[CH2:12][C:13]([O:15][C:16]([CH3:19])([CH3:18])[CH3:17])=[O:14])[CH:5]=[CH:6][C:7]=1[C:8]#[N:9].C1(S)C=CC=CC=1.C([O-])([O-])=O.[K+].[K+]. Product: [Cl:1][C:2]1[CH:3]=[C:4]([NH:10][C@H:11]([CH2:20][NH:21][CH3:34])[CH2:12][C:13]([O:15][C:16]([CH3:19])([CH3:17])[CH3:18])=[O:14])[CH:5]=[CH:6][C:7]=1[C:8]#[N:9]. The catalyst class is: 18. (4) Reactant: [Cl:1][C:2]1[CH:7]=[CH:6][C:5]([Cl:8])=[C:4]([NH2:9])[C:3]=1[NH2:10].[CH3:11][S:12]([C:15]1[CH:16]=[C:17]([C:21]2[CH:26]=[CH:25][C:24]([C:27](=O)[C:28](=O)[CH3:29])=[CH:23][CH:22]=2)[CH:18]=[CH:19][CH:20]=1)(=[O:14])=[O:13]. Product: [Cl:1][C:2]1[CH:7]=[CH:6][C:5]([Cl:8])=[C:4]2[C:3]=1[N:10]=[C:27]([C:24]1[CH:23]=[CH:22][C:21]([C:17]3[CH:18]=[CH:19][CH:20]=[C:15]([S:12]([CH3:11])(=[O:13])=[O:14])[CH:16]=3)=[CH:26][CH:25]=1)[C:28]([CH3:29])=[N:9]2. The catalyst class is: 14. (5) Reactant: [CH3:1][O:2][C:3]1[CH:4]=[C:5]([C:13]2N=N[C:16]([C:19]3[CH:24]=[CH:23][C:22]([O:25][CH3:26])=[C:21]([O:27][CH3:28])[CH:20]=3)=[N:15][CH:14]=2)[CH:6]=[C:7]([O:11][CH3:12])[C:8]=1[O:9][CH3:10].[CH:29]12CC(C=C1)C=[CH:30]2.CC=CCC=CC. Product: [CH3:28][O:27][C:21]1[CH:20]=[C:19]([C:16]2[CH:30]=[CH:29][C:13]([C:5]3[CH:4]=[C:3]([O:2][CH3:1])[C:8]([O:9][CH3:10])=[C:7]([O:11][CH3:12])[CH:6]=3)=[CH:14][N:15]=2)[CH:24]=[CH:23][C:22]=1[O:25][CH3:26]. The catalyst class is: 262. (6) Reactant: [OH:1][C:2]1[C:3]([N+:9]([O-])=O)=[N:4][C:5]([CH3:8])=[CH:6][CH:7]=1. Product: [NH2:9][C:3]1[C:2]([OH:1])=[CH:7][CH:6]=[C:5]([CH3:8])[N:4]=1. The catalyst class is: 63. (7) Reactant: [C:1]([C:5]1[CH:9]=[C:8]([NH:10][C:11]([NH:13][C@@H:14]2[C:23]3[C:18](=[CH:19][CH:20]=[CH:21][CH:22]=3)[C@H:17]([O:24][C:25]3[CH:26]=[CH:27][C:28]4[N:29]([C:31]([N:34]5[C@H:39]([CH3:40])[CH2:38][CH2:37][CH2:36][C@@H:35]5[CH3:41])=[N:32][N:33]=4)[CH:30]=3)[CH2:16][CH2:15]2)=[O:12])[N:7]([C:42]2[CH:43]=[N:44][N:45]([CH2:47][CH2:48][OH:49])[CH:46]=2)[N:6]=1)([CH3:4])([CH3:3])[CH3:2].CCN(C(C)C)C(C)C.[CH3:59][S:60](Cl)(=[O:62])=[O:61]. Product: [C:1]([C:5]1[CH:9]=[C:8]([NH:10][C:11]([NH:13][C@@H:14]2[C:23]3[C:18](=[CH:19][CH:20]=[CH:21][CH:22]=3)[C@H:17]([O:24][C:25]3[CH:26]=[CH:27][C:28]4[N:29]([C:31]([N:34]5[C@H:35]([CH3:41])[CH2:36][CH2:37][CH2:38][C@@H:39]5[CH3:40])=[N:32][N:33]=4)[CH:30]=3)[CH2:16][CH2:15]2)=[O:12])[N:7]([C:42]2[CH:43]=[N:44][N:45]([CH2:47][CH2:48][O:49][S:60]([CH3:59])(=[O:62])=[O:61])[CH:46]=2)[N:6]=1)([CH3:3])([CH3:4])[CH3:2]. The catalyst class is: 2. (8) Reactant: [Si]([O:8][CH2:9][CH2:10][O:11][C:12]1[C:13]([C:33]2[CH:43]=[CH:42][C:36]([C:37]([N:39]([CH3:41])[CH3:40])=[O:38])=[CH:35][CH:34]=2)=[N:14][C:15]([C:18]2[NH:27][C:26](=[O:28])[C:25]3[C:20](=[CH:21][C:22]([O:31][CH3:32])=[CH:23][C:24]=3[O:29][CH3:30])[N:19]=2)=[CH:16][CH:17]=1)(C(C)(C)C)(C)C.[F-].C([N+](CCCC)(CCCC)CCCC)CCC. Product: [CH3:30][O:29][C:24]1[CH:23]=[C:22]([O:31][CH3:32])[CH:21]=[C:20]2[C:25]=1[C:26](=[O:28])[NH:27][C:18]([C:15]1[N:14]=[C:13]([C:33]3[CH:43]=[CH:42][C:36]([C:37]([N:39]([CH3:41])[CH3:40])=[O:38])=[CH:35][CH:34]=3)[C:12]([O:11][CH2:10][CH2:9][OH:8])=[CH:17][CH:16]=1)=[N:19]2. The catalyst class is: 1. (9) Reactant: [NH2:1][C:2]1[CH:3]=[C:4]([CH:20]=[CH:21][C:22]=1[C:23]([F:26])([F:25])[F:24])[C:5]([NH:7][C:8]1[CH:13]=[CH:12][C:11]([C:14]2[CH:19]=[CH:18][CH:17]=[CH:16][CH:15]=2)=[CH:10][CH:9]=1)=[O:6].N1C=CC=CC=1.[Br:33][C:34]([CH3:39])([CH3:38])[C:35](Br)=[O:36].O. Product: [C:11]1([C:14]2[CH:19]=[CH:18][CH:17]=[CH:16][CH:15]=2)[CH:10]=[CH:9][C:8]([NH:7][C:5](=[O:6])[C:4]2[CH:20]=[CH:21][C:22]([C:23]([F:24])([F:25])[F:26])=[C:2]([NH:1][C:35](=[O:36])[C:34]([Br:33])([CH3:39])[CH3:38])[CH:3]=2)=[CH:13][CH:12]=1. The catalyst class is: 4.